From a dataset of Full USPTO retrosynthesis dataset with 1.9M reactions from patents (1976-2016). Predict the reactants needed to synthesize the given product. (1) Given the product [CH2:21]([O:20][C:15]1[CH:16]=[CH:17][CH:18]=[C:19]2[C:14]=1[CH:13]=[CH:12][N:11]2[S:8]([C:5]1[CH:4]=[CH:3][C:2]([CH3:1])=[CH:7][CH:6]=1)(=[O:10])=[O:9])[CH:29]=[CH2:30], predict the reactants needed to synthesize it. The reactants are: [CH3:1][C:2]1[CH:7]=[CH:6][C:5]([S:8]([N:11]2[C:19]3[CH:18]=[CH:17][CH:16]=[C:15]([OH:20])[C:14]=3[CH:13]=[CH:12]2)(=[O:10])=[O:9])=[CH:4][CH:3]=1.[CH3:21]N(C)C=O.C(O[CH2:29][CH3:30])C. (2) Given the product [ClH:19].[Br:1][C:2]1[S:3][C:4]2=[C:5]([C:11]([C:12]3[CH:13]=[N:14][CH:15]=[CH:16][CH:17]=3)=[O:18])[N:7]=[CH:8][N:9]2[CH:20]=1.[ClH:10], predict the reactants needed to synthesize it. The reactants are: [Br:1][CH:2]1N=[C:5]2[N:7]=[CH:8][N:9]=[C:4]2[S:3]1.[ClH:10].[C:11]([Cl:19])(=[O:18])[C:12]1[CH:17]=[CH:16][CH:15]=[N:14][CH:13]=1.[CH3:20]O.